Predict the reactants needed to synthesize the given product. From a dataset of Full USPTO retrosynthesis dataset with 1.9M reactions from patents (1976-2016). (1) Given the product [CH:9]12[NH:8][C:13]([C:16]([OH:18])=[O:17])([CH2:14][CH2:15]1)[CH2:12][O:11][CH2:10]2, predict the reactants needed to synthesize it. The reactants are: C(OC([N:8]1[C:13]2([C:16]([OH:18])=[O:17])[CH2:14][CH2:15][CH:9]1[CH2:10][O:11][CH2:12]2)=O)(C)(C)C.C(O)(C(F)(F)F)=O. (2) Given the product [C:3]([C:5]1[CH:10]=[CH:9][C:8]([CH:11]([CH3:19])[C:12]([O:14][CH2:15][CH3:16])=[O:13])=[CH:7][C:6]=1[O:17][CH3:18])#[N:4], predict the reactants needed to synthesize it. The reactants are: [H-].[Na+].[C:3]([C:5]1[CH:10]=[CH:9][C:8]([CH2:11][C:12]([O:14][CH2:15][CH3:16])=[O:13])=[CH:7][C:6]=1[O:17][CH3:18])#[N:4].[CH3:19]I.Cl. (3) Given the product [ClH:29].[NH:8]1[CH2:12][CH2:11][C@@H:10]([O:13][C:14](=[O:28])[C@:15]([CH:23]2[CH2:24][CH2:25][CH2:26][CH2:27]2)([OH:22])[C:16]2[CH:17]=[CH:18][CH:19]=[CH:20][CH:21]=2)[CH2:9]1, predict the reactants needed to synthesize it. The reactants are: C(OC([N:8]1[CH2:12][CH2:11][C@@H:10]([O:13][C:14](=[O:28])[C@:15]([CH:23]2[CH2:27][CH2:26][CH2:25][CH2:24]2)([OH:22])[C:16]2[CH:21]=[CH:20][CH:19]=[CH:18][CH:17]=2)[CH2:9]1)=O)(C)(C)C.[ClH:29].CCOC(C)=O. (4) Given the product [Cl:1][C:2]1[CH:10]=[C:9]2[C:5]([CH:6]=[C:7]([C:11]([N:13]3[CH2:18][CH2:17][N:16]([S:30]([CH3:29])(=[O:32])=[O:31])[CH2:15][CH2:14]3)=[O:12])[NH:8]2)=[CH:4][C:3]=1[O:19][CH:20]1[CH2:21][CH2:22][N:23]([CH:26]([CH3:28])[CH3:27])[CH2:24][CH2:25]1, predict the reactants needed to synthesize it. The reactants are: [Cl:1][C:2]1[CH:10]=[C:9]2[C:5]([CH:6]=[C:7]([C:11]([N:13]3[CH2:18][CH2:17][NH:16][CH2:15][CH2:14]3)=[O:12])[NH:8]2)=[CH:4][C:3]=1[O:19][CH:20]1[CH2:25][CH2:24][N:23]([CH:26]([CH3:28])[CH3:27])[CH2:22][CH2:21]1.[CH3:29][S:30](Cl)(=[O:32])=[O:31]. (5) The reactants are: [F:1][C:2](=[C:11]([C:13]1[CH:14]=[C:15]2[C:20](=[CH:21][C:22]=1[O:23][CH2:24][CH2:25][CH3:26])[O:19][C:18]([CH3:28])([CH3:27])[CH:17]=[C:16]2[CH:29]([CH3:31])[CH3:30])[CH3:12])[CH:3]=[CH:4][C:5]([CH3:10])=[CH:6][C:7]([O-:9])=[O:8].C1COCC1.[OH-].[Na+]. Given the product [F:1][C:2](=[C:11]([C:13]1[CH:14]=[C:15]2[C:20](=[CH:21][C:22]=1[O:23][CH2:24][CH2:25][CH3:26])[O:19][C:18]([CH3:28])([CH3:27])[CH:17]=[C:16]2[CH:29]([CH3:30])[CH3:31])[CH3:12])[CH:3]=[CH:4][C:5]([CH3:10])=[CH:6][C:7]([OH:9])=[O:8], predict the reactants needed to synthesize it. (6) Given the product [CH2:39]([O:41][C:42](=[O:46])[CH2:43][CH2:44][N:23]1[C:24]2[C:20](=[CH:19][CH:18]=[C:17]([CH2:16][O:15][C:12]3[CH:13]=[CH:14][C:9]([C:5]4[CH:6]=[C:7]([F:8])[C:2]([F:1])=[CH:3][C:4]=4[O:26][CH3:27])=[CH:10][CH:11]=3)[CH:25]=2)[CH:21]=[CH:22]1)[CH3:40], predict the reactants needed to synthesize it. The reactants are: [F:1][C:2]1[C:7]([F:8])=[CH:6][C:5]([C:9]2[CH:14]=[CH:13][C:12]([O:15][CH2:16][C:17]3[CH:25]=[C:24]4[C:20]([CH:21]=[CH:22][NH:23]4)=[CH:19][CH:18]=3)=[CH:11][CH:10]=2)=[C:4]([O:26][CH3:27])[CH:3]=1.CN(C)C=O.C(=O)([O-])[O-].[Cs+].[Cs+].[CH2:39]([O:41][C:42](=[O:46])[CH2:43][CH2:44]Br)[CH3:40]. (7) Given the product [Cl:30][C:31]1[CH:36]=[C:35]([N:11]2[C:12]3[C:17](=[CH:16][C:15]([O:19][CH:20]4[CH2:25][CH2:24][N:23]([CH:26]([CH3:27])[CH3:28])[CH2:22][CH2:21]4)=[CH:14][CH:13]=3)[CH:18]=[C:10]2[C:8]([N:5]2[CH2:6][CH2:7][S:2](=[O:1])(=[O:29])[CH2:3][CH2:4]2)=[O:9])[CH:34]=[CH:33][N:32]=1, predict the reactants needed to synthesize it. The reactants are: [O:1]=[S:2]1(=[O:29])[CH2:7][CH2:6][N:5]([C:8]([C:10]2[NH:11][C:12]3[C:17]([CH:18]=2)=[CH:16][C:15]([O:19][CH:20]2[CH2:25][CH2:24][N:23]([CH:26]([CH3:28])[CH3:27])[CH2:22][CH2:21]2)=[CH:14][CH:13]=3)=[O:9])[CH2:4][CH2:3]1.[Cl:30][C:31]1[CH:36]=[C:35](B(O)O)[CH:34]=[CH:33][N:32]=1. (8) Given the product [OH:12][N:13]1[C:19](=[O:20])[N:18]2[CH2:21][C@H:14]1[CH2:15][CH2:16][C@H:17]2[C:22]1[O:26][N:25]=[C:24]([CH3:27])[N:23]=1, predict the reactants needed to synthesize it. The reactants are: B(Cl)(Cl)Cl.C([O:12][N:13]1[C:19](=[O:20])[N:18]2[CH2:21][C@H:14]1[CH2:15][CH2:16][C@H:17]2[C:22]1[O:26][N:25]=[C:24]([CH3:27])[N:23]=1)C1C=CC=CC=1. (9) Given the product [CH3:29][NH:30][C:19](=[O:21])[CH2:18][CH2:17][N:5]1[C:6]2[C:15]3[CH:14]=[CH:13][CH:12]=[CH:11][C:10]=3[N:9]=[CH:8][C:7]=2[N:16]=[C:4]1[CH2:1][CH2:2][CH3:3], predict the reactants needed to synthesize it. The reactants are: [CH2:1]([C:4]1[N:5]([CH2:17][CH2:18][C:19]([O:21]CC)=O)[C:6]2[C:15]3[CH:14]=[CH:13][CH:12]=[CH:11][C:10]=3[N:9]=[CH:8][C:7]=2[N:16]=1)[CH2:2][CH3:3].C1COCC1.[CH3:29][NH2:30]. (10) Given the product [NH2:27][S:24]([NH:23][CH2:22][CH2:21][NH:20][C:16]1[C:15]([C:10](=[N:11][OH:12])[NH:9][C:4]2[CH:5]=[CH:6][C:7]([F:8])=[C:2]([Br:1])[CH:3]=2)=[N:19][O:18][N:17]=1)(=[O:25])=[O:26], predict the reactants needed to synthesize it. The reactants are: [Br:1][C:2]1[CH:3]=[C:4]([N:9]2C(=O)[O:12][N:11]=[C:10]2[C:15]2[C:16]([NH:20][CH2:21][CH2:22][NH:23][S:24]([NH2:27])(=[O:26])=[O:25])=[N:17][O:18][N:19]=2)[CH:5]=[CH:6][C:7]=1[F:8].FC(F)(F)C(O)=O.[OH-].[Na+].Cl.